This data is from Catalyst prediction with 721,799 reactions and 888 catalyst types from USPTO. The task is: Predict which catalyst facilitates the given reaction. Reactant: [Cl-].O[NH3+:3].[C:4](=[O:7])([O-])[OH:5].[Na+].CS(C)=O.[CH2:13]([C:15]1[S:52][C:18]2[N:19]([CH2:36][C:37]3[CH:42]=[CH:41][C:40]([C:43]4[C:44]([C:49]#[N:50])=[CH:45][CH:46]=[CH:47][CH:48]=4)=[CH:39][C:38]=3[CH3:51])[C:20](=[O:35])[N:21]([CH2:24][C:25]([C:27]3[CH:32]=[CH:31][C:30]([O:33][CH3:34])=[CH:29][CH:28]=3)=[O:26])[C:22](=[O:23])[C:17]=2[CH:16]=1)[CH3:14]. Product: [CH2:13]([C:15]1[S:52][C:18]2[N:19]([CH2:36][C:37]3[CH:42]=[CH:41][C:40]([C:43]4[CH:48]=[CH:47][CH:46]=[CH:45][C:44]=4[C:49]4[NH:3][C:4](=[O:7])[O:5][N:50]=4)=[CH:39][C:38]=3[CH3:51])[C:20](=[O:35])[N:21]([CH2:24][C:25]([C:27]3[CH:28]=[CH:29][C:30]([O:33][CH3:34])=[CH:31][CH:32]=3)=[O:26])[C:22](=[O:23])[C:17]=2[CH:16]=1)[CH3:14]. The catalyst class is: 22.